This data is from Forward reaction prediction with 1.9M reactions from USPTO patents (1976-2016). The task is: Predict the product of the given reaction. (1) Given the reactants C(NC(C)C)(C)C.[Li]CCCC.Br[C:14]1[S:15][CH:16]=[C:17]([Br:19])[N:18]=1.[F:20][C:21]1[C:26]([F:27])=[CH:25][CH:24]=[CH:23][C:22]=1[C@H:28]([CH2:37][CH2:38][CH:39]=[CH2:40])/[CH:29]=[N:30]/[S@@:31]([C:33]([CH3:36])([CH3:35])[CH3:34])=[O:32].CO, predict the reaction product. The product is: [Br:19][C:17]1[N:18]=[CH:14][S:15][C:16]=1[C@@H:29]([NH:30][S@@:31]([C:33]([CH3:36])([CH3:35])[CH3:34])=[O:32])[C@H:28]([C:22]1[CH:23]=[CH:24][CH:25]=[C:26]([F:27])[C:21]=1[F:20])[CH2:37][CH2:38][CH:39]=[CH2:40]. (2) Given the reactants C([N:8]1[CH2:13][CH2:12][CH:11]([OH:14])[CH:10]([CH2:15][OH:16])[CH2:9]1)C1C=CC=CC=1.[ClH:17].O1CCOCC1, predict the reaction product. The product is: [ClH:17].[OH:16][CH2:15][CH:10]1[CH:11]([OH:14])[CH2:12][CH2:13][NH:8][CH2:9]1. (3) Given the reactants [CH:1]([CH:3]1[CH2:8][CH2:7][N:6]([C:9]([O:11][CH2:12][C:13]2[CH:18]=[CH:17][CH:16]=[CH:15][CH:14]=2)=[O:10])[CH2:5][CH2:4]1)=O.C1(C)C=CC(S(O)(=O)=O)=CC=1.[CH3:30][C:31](=[O:34])[CH:32]=[CH2:33], predict the reaction product. The product is: [O:34]=[C:31]1[CH2:32][CH2:33][C:3]2([CH2:8][CH2:7][N:6]([C:9]([O:11][CH2:12][C:13]3[CH:18]=[CH:17][CH:16]=[CH:15][CH:14]=3)=[O:10])[CH2:5][CH2:4]2)[CH:1]=[CH:30]1. (4) Given the reactants C([O:8][C:9]1[CH:14]=[CH:13][C:12]([CH:15]([O:19][CH3:20])[C:16]([OH:18])=[O:17])=[C:11]([F:21])[CH:10]=1)C1C=CC=CC=1, predict the reaction product. The product is: [F:21][C:11]1[CH:10]=[C:9]([OH:8])[CH:14]=[CH:13][C:12]=1[CH:15]([O:19][CH3:20])[C:16]([OH:18])=[O:17]. (5) Given the reactants [C:1]([C:5]1[CH:9]=[C:8]([NH:10][C:11]([NH:13][C@@H:14]2[C:23]3[C:18](=[CH:19][CH:20]=[CH:21][CH:22]=3)[C@H:17]([O:24][C:25]3[CH:26]=[CH:27][C:28]4[N:29]([C:31]([N:34]5[CH2:39][CH2:38][CH2:37][CH2:36][CH2:35]5)=[N:32][N:33]=4)[CH:30]=3)[CH2:16][CH2:15]2)=[O:12])[N:7]([C:40]2[CH:41]=[N:42][N:43]([CH2:45][CH2:46][CH2:47][O:48]S(C)(=O)=O)[CH:44]=2)[N:6]=1)([CH3:4])([CH3:3])[CH3:2].[NH:53]1[CH2:58][CH2:57][O:56][CH2:55][CH2:54]1, predict the reaction product. The product is: [CH:47]([OH:48])=[O:56].[C:1]([C:5]1[CH:9]=[C:8]([NH:10][C:11]([NH:13][C@@H:14]2[C:23]3[C:18](=[CH:19][CH:20]=[CH:21][CH:22]=3)[C@H:17]([O:24][C:25]3[CH:26]=[CH:27][C:28]4[N:29]([C:31]([N:34]5[CH2:35][CH2:36][CH2:37][CH2:38][CH2:39]5)=[N:32][N:33]=4)[CH:30]=3)[CH2:16][CH2:15]2)=[O:12])[N:7]([C:40]2[CH:41]=[N:42][N:43]([CH2:45][CH2:46][CH2:47][N:53]3[CH2:58][CH2:57][O:56][CH2:55][CH2:54]3)[CH:44]=2)[N:6]=1)([CH3:4])([CH3:2])[CH3:3]. (6) Given the reactants C(OC[N:9]1[C:13]2[N:14]=[N:15][CH:16]=[C:17]([C:18]3[CH:19]=[N:20][N:21]([C:23]4([CH2:27][C:28]#[N:29])[CH2:26][O:25][CH2:24]4)[CH:22]=3)[C:12]=2[CH:11]=[CH:10]1)(=O)C(C)(C)C.[OH-].[Na+], predict the reaction product. The product is: [N:14]1[C:13]2[NH:9][CH:10]=[CH:11][C:12]=2[C:17]([C:18]2[CH:19]=[N:20][N:21]([C:23]3([CH2:27][C:28]#[N:29])[CH2:24][O:25][CH2:26]3)[CH:22]=2)=[CH:16][N:15]=1. (7) Given the reactants [CH2:1]([O:8][C:9]1[CH:14]=[CH:13][C:12]([CH2:15][CH2:16][C:17](O)=[O:18])=[C:11]([Cl:20])[CH:10]=1)[C:2]1[CH:7]=[CH:6][CH:5]=[CH:4][CH:3]=1.C(N1C=CN=C1)(N1C=CN=C1)=O.[BH4-].[Na+].Cl, predict the reaction product. The product is: [CH2:1]([O:8][C:9]1[CH:14]=[CH:13][C:12]([CH2:15][CH2:16][CH2:17][OH:18])=[C:11]([Cl:20])[CH:10]=1)[C:2]1[CH:3]=[CH:4][CH:5]=[CH:6][CH:7]=1. (8) Given the reactants [Si:1]([O:8][C@@H:9]([CH2:36][O:37][Si:38]([C:41]([CH3:44])([CH3:43])[CH3:42])([CH3:40])[CH3:39])[CH2:10][CH2:11][C:12]1[C:13](=[O:35])[CH2:14][C@H:15]2[C:24]=1[C@H:23](O[Si](C(C)(C)C)(C)C)[C:22]1[C:17](=[C:18]([O:33][CH3:34])[CH:19]=[CH:20][CH:21]=1)[CH2:16]2)([C:4]([CH3:7])([CH3:6])[CH3:5])([CH3:3])[CH3:2].C(=O)([O-])[O-].[K+].[K+].[H][H].O, predict the reaction product. The product is: [Si:1]([O:8][C@@H:9]([CH2:36][O:37][Si:38]([C:41]([CH3:44])([CH3:43])[CH3:42])([CH3:39])[CH3:40])[CH2:10][CH2:11][CH:12]1[C@H:24]2[CH2:23][C:22]3[C:17]([CH2:16][C@H:15]2[CH2:14][C:13]1=[O:35])=[C:18]([O:33][CH3:34])[CH:19]=[CH:20][CH:21]=3)([C:4]([CH3:5])([CH3:6])[CH3:7])([CH3:3])[CH3:2]. (9) Given the reactants [CH2:1]([N:4]([CH3:23])[C:5](=[O:22])[O:6][CH2:7][C@H:8]([NH:15][C:16](=[O:21])[CH2:17][CH2:18][CH:19]=[CH2:20])[C:9]1[CH:14]=[CH:13][CH:12]=[CH:11][CH:10]=1)C=C.CO.C(Cl)Cl, predict the reaction product. The product is: [CH3:23][N:4]1[CH2:1][CH:20]=[CH:19][CH2:18][CH2:17][C:16](=[O:21])[NH:15][C@H:8]([C:9]2[CH:10]=[CH:11][CH:12]=[CH:13][CH:14]=2)[CH2:7][O:6][C:5]1=[O:22].